From a dataset of Catalyst prediction with 721,799 reactions and 888 catalyst types from USPTO. Predict which catalyst facilitates the given reaction. (1) Reactant: Br[C:2]1[CH:19]=[CH:18][C:17]([O:20][CH3:21])=[CH:16][C:3]=1[O:4][CH2:5][C:6]1[C:7]2[CH:8]=[N:9][CH:10]=[N:11][C:12]=2[CH2:13][CH2:14][CH:15]=1.C([SnH](CCCC)CCCC)CCC. Product: [CH3:21][O:20][C:17]1[CH:18]=[CH:19][C:2]2[C:6]3([CH2:5][O:4][C:3]=2[CH:16]=1)[CH2:15][CH2:14][CH2:13][C:12]1[N:11]=[CH:10][N:9]=[CH:8][C:7]3=1. The catalyst class is: 48. (2) Reactant: [Cl:1][C:2]1[CH:7]=[CH:6][C:5]([C:8]2[C:14]3[C:15]([CH3:19])=[C:16]([CH3:18])[S:17][C:13]=3[N:12]3[C:20]([CH3:23])=[N:21][N:22]=[C:11]3[C@@:10]3([CH2:25][C@H:24]3[CH2:26][OH:27])[N:9]=2)=[CH:4][CH:3]=1.CC(OI1(OC(C)=O)(OC(C)=O)OC(=O)C2C=CC=CC1=2)=O. Product: [Cl:1][C:2]1[CH:3]=[CH:4][C:5]([C:8]2[C:14]3[C:15]([CH3:19])=[C:16]([CH3:18])[S:17][C:13]=3[N:12]3[C:20]([CH3:23])=[N:21][N:22]=[C:11]3[C@:10]3([CH2:25][CH:24]3[CH:26]=[O:27])[N:9]=2)=[CH:6][CH:7]=1. The catalyst class is: 343. (3) Reactant: C([O:8][C:9]1[CH:10]=[C:11]([C:15]2[O:19][C:18]([C:20]3[CH:25]=[CH:24][C:23]([F:26])=[CH:22][CH:21]=3)=[N:17][C:16]=2[CH2:27][C:28]([O:30][CH2:31][CH3:32])=[O:29])[CH:12]=[CH:13][CH:14]=1)C1C=CC=CC=1. Product: [F:26][C:23]1[CH:24]=[CH:25][C:20]([C:18]2[O:19][C:15]([C:11]3[CH:12]=[CH:13][CH:14]=[C:9]([OH:8])[CH:10]=3)=[C:16]([CH2:27][C:28]([O:30][CH2:31][CH3:32])=[O:29])[N:17]=2)=[CH:21][CH:22]=1. The catalyst class is: 129. (4) Reactant: [CH2:1]([O:8][C:9]1[CH:14]=[C:13]([O:15][CH2:16][C:17]2[CH:22]=[CH:21][CH:20]=[CH:19][CH:18]=2)[CH:12]=[CH:11][C:10]=1[CH2:23][CH2:24][C:25](OCC1C=CC=CC=1)=[O:26])[C:2]1[CH:7]=[CH:6][CH:5]=[CH:4][CH:3]=1.[H-].[H-].[H-].[H-].[Li+].[Al+3].O. Product: [CH2:1]([O:8][C:9]1[CH:14]=[C:13]([O:15][CH2:16][C:17]2[CH:22]=[CH:21][CH:20]=[CH:19][CH:18]=2)[CH:12]=[CH:11][C:10]=1[CH2:23][CH2:24][CH2:25][OH:26])[C:2]1[CH:3]=[CH:4][CH:5]=[CH:6][CH:7]=1. The catalyst class is: 7. (5) Reactant: C([O:5][C:6]([C:8]1[C:9]([O:26][CH:27]([CH3:29])[CH3:28])=[N:10][C:11]2[C:16]([C:17]=1[C:18]1[CH:23]=[CH:22][CH:21]=[C:20]([Cl:24])[CH:19]=1)=[CH:15][C:14]([Cl:25])=[CH:13][CH:12]=2)=[O:7])(C)(C)C.C(O)(C(F)(F)F)=O. Product: [Cl:25][C:14]1[CH:15]=[C:16]2[C:11](=[CH:12][CH:13]=1)[N:10]=[C:9]([O:26][CH:27]([CH3:28])[CH3:29])[C:8]([C:6]([OH:7])=[O:5])=[C:17]2[C:18]1[CH:23]=[CH:22][CH:21]=[C:20]([Cl:24])[CH:19]=1. The catalyst class is: 2. (6) Reactant: C([O-])([O-])=O.[K+].[K+].[Cl:7][C:8]1[N:13]=[CH:12][C:11]([OH:14])=[CH:10][C:9]=1[F:15].[Si:16]([O:23][CH2:24][CH2:25]Br)([C:19]([CH3:22])([CH3:21])[CH3:20])([CH3:18])[CH3:17]. Product: [Si:16]([O:23][CH2:24][CH2:25][O:14][C:11]1[CH:10]=[C:9]([F:15])[C:8]([Cl:7])=[N:13][CH:12]=1)([C:19]([CH3:22])([CH3:21])[CH3:20])([CH3:18])[CH3:17]. The catalyst class is: 39. (7) Reactant: F[C:2]1[C:3]([C:9]#[N:10])=[N:4][CH:5]=[CH:6][C:7]=1[CH3:8].[Br:11][C:12]1[CH:13]=[C:14]([OH:19])[CH:15]=[C:16]([Cl:18])[CH:17]=1.C(=O)([O-])[O-].[Cs+].[Cs+]. Product: [Br:11][C:12]1[CH:13]=[C:14]([CH:15]=[C:16]([Cl:18])[CH:17]=1)[O:19][C:2]1[C:3]([C:9]#[N:10])=[N:4][CH:5]=[CH:6][C:7]=1[CH3:8]. The catalyst class is: 3. (8) Reactant: [C:1]([O:5][C:6]([N:8]1[CH2:13][CH2:12][N:11]([C:14]2[C:15](=[O:20])[NH:16][CH:17]=[CH:18][N:19]=2)[CH2:10][CH2:9]1)=[O:7])([CH3:4])([CH3:3])[CH3:2].CC([O-])(C)C.[K+].CS(O[CH2:32][CH2:33][CH2:34][C:35]1[CH:40]=[C:39]([F:41])[C:38]([F:42])=[CH:37][C:36]=1[F:43])(=O)=O.O. Product: [F:43][C:36]1[CH:37]=[C:38]([F:42])[C:39]([F:41])=[CH:40][C:35]=1[CH2:34][CH2:33][CH2:32][N:16]1[CH:17]=[CH:18][N:19]=[C:14]([N:11]2[CH2:10][CH2:9][N:8]([C:6]([O:5][C:1]([CH3:4])([CH3:2])[CH3:3])=[O:7])[CH2:13][CH2:12]2)[C:15]1=[O:20]. The catalyst class is: 49. (9) Reactant: Br[CH2:2][CH3:3].[OH:4][C:5]1[C:14]2[C:9](=[CH:10][CH:11]=[CH:12][CH:13]=2)[C:8]([OH:15])=[C:7]([C:16]([O:18][CH2:19][CH3:20])=[O:17])[C:6]=1[C:21]([O:23][CH2:24][CH3:25])=[O:22].C(=O)([O-])[O-].[K+].[K+]. Product: [CH2:2]([O:4][C:5]1[C:14]2[C:9](=[CH:10][CH:11]=[CH:12][CH:13]=2)[C:8]([OH:15])=[C:7]([C:16]([O:18][CH2:19][CH3:20])=[O:17])[C:6]=1[C:21]([O:23][CH2:24][CH3:25])=[O:22])[CH3:3]. The catalyst class is: 21. (10) Reactant: [N:1]1[CH:6]=[CH:5][CH:4]=[C:3]([CH2:7][CH2:8][CH2:9][C:10]([OH:12])=O)[CH:2]=1.C(Cl)(=O)C([Cl:16])=O. Product: [N:1]1[CH:6]=[CH:5][CH:4]=[C:3]([CH2:7][CH2:8][CH2:9][C:10]([Cl:16])=[O:12])[CH:2]=1. The catalyst class is: 59.